From a dataset of Full USPTO retrosynthesis dataset with 1.9M reactions from patents (1976-2016). Predict the reactants needed to synthesize the given product. Given the product [ClH:2].[Cl:2][C:3]1[CH:8]=[CH:7][C:6]([S:9][C:10]2[C:11]3[NH:20][C:27]4[CH2:28][CH2:29][NH:24][CH2:25][C:26]=4[C:12]=3[C:13]([C:16]([F:19])([F:18])[F:17])=[CH:14][CH:15]=2)=[CH:5][CH:4]=1, predict the reactants needed to synthesize it. The reactants are: Cl.[Cl:2][C:3]1[CH:8]=[CH:7][C:6]([S:9][C:10]2[CH:15]=[CH:14][C:13]([C:16]([F:19])([F:18])[F:17])=[CH:12][C:11]=2[NH:20]N)=[CH:5][CH:4]=1.O.Cl.[NH:24]1[CH2:29][CH2:28][C:27](=O)[CH2:26][CH2:25]1.C(CO)(F)(F)F.